This data is from Reaction yield outcomes from USPTO patents with 853,638 reactions. The task is: Predict the reaction yield, written as a fraction of the theoretical maximum amount of product (1.0 means a 100% yield; for example, 0.34 means a 34% yield). (1) The reactants are [I-].[CH3:2][S+](C)(C)=O.[H-].[Na+].[N:9]12[CH2:16][CH2:15][CH:12]([CH2:13][CH2:14]1)[C:11](=[O:17])[CH2:10]2.O. The catalyst is CS(C)=O. The product is [O:17]1[CH2:2][C:11]21[CH:12]1[CH2:15][CH2:16][N:9]([CH2:14][CH2:13]1)[CH2:10]2. The yield is 0.830. (2) The reactants are Cl[C:2]1[C:7]([C:8]([F:11])([F:10])[F:9])=[CH:6][C:5]([N+:12]([O-:14])=[O:13])=[CH:4][N:3]=1.C([O-])([O-])=O.[K+].[K+].[C:21]([CH2:23][C:24]([O:26][C:27]([CH3:30])([CH3:29])[CH3:28])=[O:25])#[N:22].CC(=O)OCC. The catalyst is C1COCC1. The product is [C:21]([CH:23]([C:2]1[C:7]([C:8]([F:11])([F:10])[F:9])=[CH:6][C:5]([N+:12]([O-:14])=[O:13])=[CH:4][N:3]=1)[C:24]([O:26][C:27]([CH3:30])([CH3:29])[CH3:28])=[O:25])#[N:22]. The yield is 0.960.